From a dataset of NCI-60 drug combinations with 297,098 pairs across 59 cell lines. Regression. Given two drug SMILES strings and cell line genomic features, predict the synergy score measuring deviation from expected non-interaction effect. (1) Drug 1: C1=C(C(=O)NC(=O)N1)F. Drug 2: C(CN)CNCCSP(=O)(O)O. Cell line: CAKI-1. Synergy scores: CSS=24.7, Synergy_ZIP=-3.38, Synergy_Bliss=-4.88, Synergy_Loewe=-4.53, Synergy_HSA=-0.966. (2) Drug 1: CCC1=C2CN3C(=CC4=C(C3=O)COC(=O)C4(CC)O)C2=NC5=C1C=C(C=C5)O. Drug 2: COC1=C2C(=CC3=C1OC=C3)C=CC(=O)O2. Cell line: CAKI-1. Synergy scores: CSS=16.4, Synergy_ZIP=-10.6, Synergy_Bliss=-2.62, Synergy_Loewe=-28.4, Synergy_HSA=-2.50. (3) Drug 1: C1CCN(CC1)CCOC2=CC=C(C=C2)C(=O)C3=C(SC4=C3C=CC(=C4)O)C5=CC=C(C=C5)O. Drug 2: CCC(=C(C1=CC=CC=C1)C2=CC=C(C=C2)OCCN(C)C)C3=CC=CC=C3.C(C(=O)O)C(CC(=O)O)(C(=O)O)O. Cell line: MALME-3M. Synergy scores: CSS=2.79, Synergy_ZIP=0.855, Synergy_Bliss=3.97, Synergy_Loewe=1.54, Synergy_HSA=1.99.